This data is from hERG Central: cardiac toxicity at 1µM, 10µM, and general inhibition. The task is: Predict hERG channel inhibition at various concentrations. (1) Results: hERG_inhib (hERG inhibition (general)): blocker. The compound is Cc1ccc(-c2nnc(N3CCN(CCO)CC3)c3ccccc23)cc1. (2) Results: hERG_inhib (hERG inhibition (general)): blocker. The drug is O=C(/C=C/c1cn(-c2ccccc2)nc1-c1ccc2c(c1)OCCO2)NCCO. (3) The molecule is CCOc1ccc(NC(=O)CN(C)C(=O)c2ccc(N3CCCCC3)c([N+](=O)[O-])c2)cc1OCC. Results: hERG_inhib (hERG inhibition (general)): blocker. (4) Results: hERG_inhib (hERG inhibition (general)): blocker. The molecule is Cc1cc(=O)n(C)c(=O)n1CCCCCOc1cccc([N+](=O)[O-])c1. (5) The molecule is CCN(CC)CC#CCC(C)(c1ccccc1)c1ccccc1.Cl. Results: hERG_inhib (hERG inhibition (general)): blocker.